This data is from Forward reaction prediction with 1.9M reactions from USPTO patents (1976-2016). The task is: Predict the product of the given reaction. (1) Given the reactants [Cl:1][C:2]1[CH:10]=[C:9]([O:11][C:12]2[C:17]([C:18]([N:20]3[C:29]4[C:24](=[CH:25][CH:26]=[CH:27][CH:28]=4)[N:23]([CH:30]4[CH2:32][CH2:31]4)[CH2:22][CH2:21]3)=[O:19])=[CH:16][N:15]=[C:14]([CH3:33])[CH:13]=2)[C:8]([Cl:34])=[CH:7][C:3]=1[C:4]([OH:6])=O.Cl.[CH3:36][O:37][C:38](=[O:41])[CH2:39][NH2:40], predict the reaction product. The product is: [CH3:36][O:37][C:38](=[O:41])[CH2:39][NH:40][C:4](=[O:6])[C:3]1[CH:7]=[C:8]([Cl:34])[C:9]([O:11][C:12]2[C:17]([C:18]([N:20]3[C:29]4[C:24](=[CH:25][CH:26]=[CH:27][CH:28]=4)[N:23]([CH:30]4[CH2:32][CH2:31]4)[CH2:22][CH2:21]3)=[O:19])=[CH:16][N:15]=[C:14]([CH3:33])[CH:13]=2)=[CH:10][C:2]=1[Cl:1]. (2) Given the reactants [CH3:1][O:2][C:3](=[O:14])[C:4]1[CH:9]=[CH:8][C:7]([N+:10]([O-:12])=[O:11])=[CH:6][C:5]=1[OH:13].C1(P(C2C=CC=CC=2)C2C=CC=CC=2)C=CC=CC=1.O[CH2:35][CH2:36][NH:37][C:38](=[O:44])[O:39][C:40]([CH3:43])([CH3:42])[CH3:41].N(C(OC(C)C)=O)=NC(OC(C)C)=O, predict the reaction product. The product is: [CH3:1][O:2][C:3](=[O:14])[C:4]1[CH:9]=[CH:8][C:7]([N+:10]([O-:12])=[O:11])=[CH:6][C:5]=1[O:13][CH2:35][CH2:36][NH:37][C:38]([O:39][C:40]([CH3:43])([CH3:42])[CH3:41])=[O:44]. (3) The product is: [CH3:14][C:13]1[CH:12]=[C:11]([N+:15]([O-:17])=[O:16])[C:10]2[CH2:9][CH2:8][CH2:7][C:6]=2[C:5]=1[SH:4]. Given the reactants CN(C)C(=O)[S:4][C:5]1[C:13]([CH3:14])=[CH:12][C:11]([N+:15]([O-:17])=[O:16])=[C:10]2[C:6]=1[CH2:7][CH2:8][CH2:9]2.[OH-].[Na+].Cl, predict the reaction product. (4) Given the reactants Br[C:2]1[CH:16]=[CH:15][C:5]([O:6][CH:7]2[CH:12]3[CH2:13][CH2:14][N:9]([CH2:10][CH2:11]3)[CH2:8]2)=[CH:4][CH:3]=1.[CH:17]1([NH2:23])[CH2:22][CH2:21][CH2:20][CH2:19][CH2:18]1, predict the reaction product. The product is: [N:9]12[CH2:14][CH2:13][CH:12]([CH2:11][CH2:10]1)[CH:7]([O:6][C:5]1[CH:15]=[CH:16][C:2]([NH:23][CH:17]3[CH2:22][CH2:21][CH2:20][CH2:19][CH2:18]3)=[CH:3][CH:4]=1)[CH2:8]2. (5) Given the reactants [Cl:1][C:2]1[CH:3]=[C:4]([CH:9]([CH2:13][CH:14]=[CH2:15])[C:10](Cl)=O)[CH:5]=[CH:6][C:7]=1[Cl:8].[N:16]1([C:22](=[S:26])[CH2:23][C:24]#[N:25])[CH2:21][CH2:20][O:19][CH2:18][CH2:17]1.C(N(CC)C(C)C)(C)C.I[CH2:37][C:38]([O:40][CH2:41][CH3:42])=[O:39], predict the reaction product. The product is: [C:24]([C:23]1[C:10]([CH:9]([C:4]2[CH:5]=[CH:6][C:7]([Cl:8])=[C:2]([Cl:1])[CH:3]=2)[CH2:13][CH:14]=[CH2:15])=[C:37]([C:38]([O:40][CH2:41][CH3:42])=[O:39])[S:26][C:22]=1[N:16]1[CH2:21][CH2:20][O:19][CH2:18][CH2:17]1)#[N:25]. (6) Given the reactants [NH2:1][C:2]1[N:10]=[C:9]([O:11][CH2:12][CH2:13][CH2:14][CH3:15])[N:8]=[C:7]2[C:3]=1[N:4]=[C:5]([O:30][CH3:31])[N:6]2[CH2:16][CH2:17][CH2:18][N:19]1C(=O)C2C(=CC=CC=2)C1=O.O.NN, predict the reaction product. The product is: [NH2:19][CH2:18][CH2:17][CH2:16][N:6]1[C:5]([O:30][CH3:31])=[N:4][C:3]2[C:7]1=[N:8][C:9]([O:11][CH2:12][CH2:13][CH2:14][CH3:15])=[N:10][C:2]=2[NH2:1]. (7) Given the reactants [Cl:1][C:2]1[C:7]([Cl:8])=[CH:6][C:5]([S:9]([NH2:12])(=[O:11])=[O:10])=[C:4]([NH:13][CH:14]2[CH2:16][CH2:15]2)[CH:3]=1.[CH:17]([O-])([O-])OCC, predict the reaction product. The product is: [Cl:1][C:2]1[C:7]([Cl:8])=[CH:6][C:5]2[S:9](=[O:10])(=[O:11])[N:12]=[CH:17][N:13]([CH:14]3[CH2:16][CH2:15]3)[C:4]=2[CH:3]=1. (8) Given the reactants [N:1]([C:4]1[CH:9]=[CH:8][C:7]([Cl:10])=[CH:6][C:5]=1[Cl:11])=[N+:2]=[N-:3].[CH3:12][O:13][C:14]1[CH:19]=[CH:18][C:17]([CH2:20][C:21]#[N:22])=[CH:16][CH:15]=1.C[O-].[Na+], predict the reaction product. The product is: [Cl:11][C:5]1[CH:6]=[C:7]([Cl:10])[CH:8]=[CH:9][C:4]=1[N:1]1[C:21]([NH2:22])=[C:20]([C:17]2[CH:18]=[CH:19][C:14]([O:13][CH3:12])=[CH:15][CH:16]=2)[N:3]=[N:2]1. (9) Given the reactants [O:1]1[CH2:6][CH2:5][C:4](=[O:7])[CH2:3][CH2:2]1.[N+:8]([CH3:11])([O-:10])=[O:9].[O-]CC.[Na+].O, predict the reaction product. The product is: [N+:8]([CH2:11][C:4]1([OH:7])[CH2:5][CH2:6][O:1][CH2:2][CH2:3]1)([O-:10])=[O:9].